This data is from Full USPTO retrosynthesis dataset with 1.9M reactions from patents (1976-2016). The task is: Predict the reactants needed to synthesize the given product. (1) Given the product [C:15]1([CH:16]([C:17]2[CH:4]=[CH:3][CH:2]=[CH:10][CH:6]=2)[N:9]2[C:10]3[C:6](=[CH:5][CH:4]=[CH:3][C:2]=3[F:1])[C:7](=[O:12])[C:8]2=[O:11])[CH:19]=[CH:20][CH:21]=[CH:22][CH:14]=1, predict the reactants needed to synthesize it. The reactants are: [F:1][C:2]1[CH:3]=[CH:4][CH:5]=[C:6]2[C:10]=1[NH:9][C:8](=[O:11])[C:7]2=[O:12].Cl[C:14]1[CH:22]=[CH:21][CH:20]=[C:19]2[C:15]=1[C:16](=O)[C:17](=O)N2. (2) Given the product [CH3:18][O:19][C:20](=[O:23])[CH2:21][N:14]1[CH:15]=[C:11]([C:6]2[CH:7]=[C:8]([Cl:10])[CH:9]=[C:4]([Cl:3])[CH:5]=2)[C:12]([C:16]#[N:17])=[CH:13]1, predict the reactants needed to synthesize it. The reactants are: [H-].[Na+].[Cl:3][C:4]1[CH:5]=[C:6]([C:11]2[C:12]([C:16]#[N:17])=[CH:13][NH:14][CH:15]=2)[CH:7]=[C:8]([Cl:10])[CH:9]=1.[CH3:18][O:19][C:20](=[O:23])[CH2:21]Br. (3) Given the product [NH2:36][C:34](=[O:35])[CH2:33][O:25][C:18]1[CH:17]=[CH:16][C:15]([S:12](=[O:14])(=[O:13])[NH:11][C:8]2[CH:7]=[CH:6][C:5]([CH2:1][CH2:2][CH2:3][CH3:4])=[CH:10][CH:9]=2)=[CH:24][C:19]=1[C:20]([O:22][CH3:23])=[O:21], predict the reactants needed to synthesize it. The reactants are: [CH2:1]([C:5]1[CH:10]=[CH:9][C:8]([NH:11][S:12]([C:15]2[CH:16]=[CH:17][C:18]([OH:25])=[C:19]([CH:24]=2)[C:20]([O:22][CH3:23])=[O:21])(=[O:14])=[O:13])=[CH:7][CH:6]=1)[CH2:2][CH2:3][CH3:4].C([O-])([O-])=O.[Cs+].[Cs+].I[CH2:33][C:34]([NH2:36])=[O:35]. (4) Given the product [Br:1][C:2]1[C:7]([C:14]#[N:15])=[N:6][C:5]([Cl:9])=[CH:4][CH:3]=1, predict the reactants needed to synthesize it. The reactants are: [Br:1][C:2]1[CH:3]=[CH:4][C:5]([Cl:9])=[N+:6]([O-])[CH:7]=1.C[Si]([C:14]#[N:15])(C)C.C(N(CC)CC)C. (5) Given the product [CH3:30][C:16]1([CH3:29])[C:15]2[CH:14]=[C:13]3[C:31]4[CH:32]=[CH:33][C:8]([N:7]([C:37]5[CH:38]=[CH:39][C:40]6[C:41]7[C:42]8[CH:61]=[CH:60][CH:59]=[CH:58][C:43]=8[C:44]([C:52]8[CH:53]=[CH:54][CH:55]=[CH:56][CH:57]=8)=[CH:45][C:46]=7[C:47]([CH3:51])([CH3:50])[C:48]=6[CH:49]=5)[C:1]5[CH:6]=[CH:5][CH:4]=[CH:3][CH:2]=5)=[CH:9][C:10]=4[C:11]([CH3:35])([CH3:34])[C:12]3=[CH:24][C:23]=2[C:22]2[C:17]1=[CH:18][CH:19]=[C:20]1[CH:28]=[CH:27][CH:26]=[CH:25][C:21]1=2, predict the reactants needed to synthesize it. The reactants are: [C:1]1([NH:7][C:8]2[CH:33]=[CH:32][C:31]3[C:13]4=[CH:14][C:15]5[C:16]([CH3:30])([CH3:29])[C:17]6[C:22]([C:23]=5[CH:24]=[C:12]4[C:11]([CH3:35])([CH3:34])[C:10]=3[CH:9]=2)=[C:21]2[CH:25]=[CH:26][CH:27]=[CH:28][C:20]2=[CH:19][CH:18]=6)[CH:6]=[CH:5][CH:4]=[CH:3][CH:2]=1.Br[C:37]1[CH:38]=[CH:39][C:40]2[C:41]3[C:42]4[CH:61]=[CH:60][CH:59]=[CH:58][C:43]=4[C:44]([C:52]4[CH:57]=[CH:56][CH:55]=[CH:54][CH:53]=4)=[CH:45][C:46]=3[C:47]([CH3:51])([CH3:50])[C:48]=2[CH:49]=1.C(P(C(C)(C)C)C(C)(C)C)(C)(C)C.CC(C)([O-])C.[Na+]. (6) Given the product [F:31][C:32]([F:43])([F:42])[O:33][C:34]1[CH:41]=[CH:40][C:37]([CH2:38][NH:8][CH2:9][CH2:10][NH:11][C:12]([C:14]2[S:15][CH:16]=[CH:17][C:18]=2[NH:19][C:20]2[CH:25]=[CH:24][N:23]=[C:22]3[NH:26][CH:27]=[CH:28][C:21]=23)=[O:13])=[CH:36][CH:35]=1, predict the reactants needed to synthesize it. The reactants are: COC1C=CC(C[NH:8][CH2:9][CH2:10][NH:11][C:12]([C:14]2[S:15][CH:16]=[CH:17][C:18]=2[NH:19][C:20]2[CH:25]=[CH:24][N:23]=[C:22]3[NH:26][CH:27]=[CH:28][C:21]=23)=[O:13])=CC=1.[F:31][C:32]([F:43])([F:42])[O:33][C:34]1[CH:41]=[CH:40][C:37]([CH:38]=O)=[CH:36][CH:35]=1. (7) The reactants are: CO[Na].[N:4]([C:7]1[CH:14]=[CH:13][C:10]([C:11]#[N:12])=[CH:9][CH:8]=1)=[C:5]=[S:6].[NH2:15][C:16]#[N:17].Cl[CH2:19][C:20]([O:22][CH3:23])=[O:21]. Given the product [CH3:23][O:22][C:20]([C:19]1[S:6][C:5]([NH:4][C:7]2[CH:14]=[CH:13][C:10]([C:11]#[N:12])=[CH:9][CH:8]=2)=[N:17][C:16]=1[NH2:15])=[O:21], predict the reactants needed to synthesize it. (8) Given the product [F:21][C@@H:19]1[CH2:20][N:16]([C:14](=[O:15])[CH2:13][NH:12][C:7]23[CH2:8][CH2:9][C:4]([C:1]([NH:32][C:31]4[CH:33]=[CH:34][C:28]([CH:24]([CH3:25])[CH2:26][CH3:27])=[CH:29][CH:30]=4)=[O:3])([CH2:5][CH2:6]2)[CH2:11][CH2:10]3)[C@H:17]([C:22]#[N:23])[CH2:18]1, predict the reactants needed to synthesize it. The reactants are: [C:1]([C:4]12[CH2:11][CH2:10][C:7]([NH:12][CH2:13][C:14]([N:16]3[CH2:20][C@@H:19]([F:21])[CH2:18][C@H:17]3[C:22]#[N:23])=[O:15])([CH2:8][CH2:9]1)[CH2:6][CH2:5]2)([OH:3])=O.[CH:24]([C:28]1[CH:34]=[CH:33][C:31]([NH2:32])=[CH:30][CH:29]=1)([CH2:26][CH3:27])[CH3:25]. (9) Given the product [OH:46][CH:45]([C:43]1[N:42]=[CH:41][N:40]([C:21]([C:22]2[CH:27]=[CH:26][CH:25]=[CH:24][CH:23]=2)([C:28]2[CH:29]=[CH:30][CH:31]=[CH:32][CH:33]=2)[C:34]2[CH:39]=[CH:38][CH:37]=[CH:36][CH:35]=2)[CH:44]=1)[C:2]1[CH:3]=[C:4]2[C:9](=[CH:10][CH:11]=1)[CH:8]=[C:7]([C:12]([NH:14][CH3:15])=[O:13])[CH:6]=[CH:5]2, predict the reactants needed to synthesize it. The reactants are: Br[C:2]1[CH:3]=[C:4]2[C:9](=[CH:10][CH:11]=1)[CH:8]=[C:7]([C:12]([NH:14][CH3:15])=[O:13])[CH:6]=[CH:5]2.C([Li])CCC.[C:21]([N:40]1[CH:44]=[C:43]([CH:45]=[O:46])[N:42]=[CH:41]1)([C:34]1[CH:39]=[CH:38][CH:37]=[CH:36][CH:35]=1)([C:28]1[CH:33]=[CH:32][CH:31]=[CH:30][CH:29]=1)[C:22]1[CH:27]=[CH:26][CH:25]=[CH:24][CH:23]=1.[Cl-].[NH4+].